Task: Predict the reaction yield, written as a fraction of the theoretical maximum amount of product (1.0 means a 100% yield; for example, 0.34 means a 34% yield).. Dataset: Reaction yield outcomes from USPTO patents with 853,638 reactions The reactants are [CH2:1]([NH:3][C:4]([C:6]1[CH:10]=[CH:9][NH:8][CH:7]=1)=[O:5])[CH3:2].[H-].[Na+].[C:13]([C:17]1[N:21]([CH2:22][CH:23]2[CH2:28][CH2:27][O:26][CH2:25][CH2:24]2)[C:20]2[CH:29]=[CH:30][C:31]([S:33](Cl)(=[O:35])=[O:34])=[CH:32][C:19]=2[N:18]=1)([CH3:16])([CH3:15])[CH3:14]. The catalyst is C1COCC1. The product is [C:13]([C:17]1[N:21]([CH2:22][CH:23]2[CH2:24][CH2:25][O:26][CH2:27][CH2:28]2)[C:20]2[CH:29]=[CH:30][C:31]([S:33]([N:8]3[CH:9]=[CH:10][C:6]([C:4]([NH:3][CH2:1][CH3:2])=[O:5])=[CH:7]3)(=[O:34])=[O:35])=[CH:32][C:19]=2[N:18]=1)([CH3:16])([CH3:14])[CH3:15]. The yield is 0.530.